Dataset: NCI-60 drug combinations with 297,098 pairs across 59 cell lines. Task: Regression. Given two drug SMILES strings and cell line genomic features, predict the synergy score measuring deviation from expected non-interaction effect. (1) Drug 1: CNC(=O)C1=NC=CC(=C1)OC2=CC=C(C=C2)NC(=O)NC3=CC(=C(C=C3)Cl)C(F)(F)F. Drug 2: C(CC(=O)O)C(=O)CN.Cl. Cell line: MDA-MB-231. Synergy scores: CSS=11.8, Synergy_ZIP=-6.79, Synergy_Bliss=-3.30, Synergy_Loewe=-1.50, Synergy_HSA=-1.34. (2) Synergy scores: CSS=35.1, Synergy_ZIP=2.21, Synergy_Bliss=3.48, Synergy_Loewe=-10.6, Synergy_HSA=2.62. Drug 1: COC1=CC(=CC(=C1O)OC)C2C3C(COC3=O)C(C4=CC5=C(C=C24)OCO5)OC6C(C(C7C(O6)COC(O7)C8=CC=CS8)O)O. Cell line: MCF7. Drug 2: CS(=O)(=O)CCNCC1=CC=C(O1)C2=CC3=C(C=C2)N=CN=C3NC4=CC(=C(C=C4)OCC5=CC(=CC=C5)F)Cl.